From a dataset of Peptide-MHC class I binding affinity with 185,985 pairs from IEDB/IMGT. Regression. Given a peptide amino acid sequence and an MHC pseudo amino acid sequence, predict their binding affinity value. This is MHC class I binding data. (1) The peptide sequence is EKAAWGVAL. The MHC is HLA-A02:19 with pseudo-sequence HLA-A02:19. The binding affinity (normalized) is 0.0847. (2) The peptide sequence is AEIVDTVSA. The MHC is HLA-B40:02 with pseudo-sequence HLA-B40:02. The binding affinity (normalized) is 0.603.